From a dataset of Forward reaction prediction with 1.9M reactions from USPTO patents (1976-2016). Predict the product of the given reaction. Given the reactants [S:1]([N:11]1[C:19]2[C:14](=[C:15]([C:20](=[O:22])[CH3:21])[CH:16]=[CH:17][CH:18]=2)[CH:13]=[CH:12]1)([C:4]1[CH:10]=[CH:9][C:7]([CH3:8])=[CH:6][CH:5]=1)(=[O:3])=[O:2].[BH4-].[Na+], predict the reaction product. The product is: [S:1]([N:11]1[C:19]2[C:14](=[C:15]([CH:20]([OH:22])[CH3:21])[CH:16]=[CH:17][CH:18]=2)[CH:13]=[CH:12]1)([C:4]1[CH:5]=[CH:6][C:7]([CH3:8])=[CH:9][CH:10]=1)(=[O:2])=[O:3].